From a dataset of Reaction yield outcomes from USPTO patents with 853,638 reactions. Predict the reaction yield, written as a fraction of the theoretical maximum amount of product (1.0 means a 100% yield; for example, 0.34 means a 34% yield). (1) The reactants are [Li]CCCC.C(NC(C)C)(C)C.[Br:13][C:14]1[CH:19]=[CH:18][C:17]([NH2:20])=[C:16]([F:21])[CH:15]=1.Cl[C:23]1[C:28]([C:29]([OH:31])=[O:30])=[CH:27][N:26]=[C:25]([Cl:32])[C:24]=1[F:33]. The catalyst is C1COCC1. The product is [Br:13][C:14]1[CH:19]=[CH:18][C:17]([NH:20][C:23]2[C:28]([C:29]([OH:31])=[O:30])=[CH:27][N:26]=[C:25]([Cl:32])[C:24]=2[F:33])=[C:16]([F:21])[CH:15]=1. The yield is 0.720. (2) The reactants are [NH2:1][C:2]1[C:11]2[C:6](=[C:7](Br)[CH:8]=[CH:9][CH:10]=2)[N:5]=[N:4][C:3]=1[C:13]([NH:15][CH2:16][CH2:17][CH3:18])=[O:14].[CH3:19][O:20][C:21]1[C:26]([O:27][CH3:28])=[C:25]([O:29][CH3:30])[CH:24]=[CH:23][C:22]=1B(O)O. No catalyst specified. The product is [NH2:1][C:2]1[C:11]2[C:6](=[C:7]([C:22]3[CH:23]=[CH:24][C:25]([O:29][CH3:30])=[C:26]([O:27][CH3:28])[C:21]=3[O:20][CH3:19])[CH:8]=[CH:9][CH:10]=2)[N:5]=[N:4][C:3]=1[C:13]([NH:15][CH2:16][CH2:17][CH3:18])=[O:14]. The yield is 0.921. (3) The reactants are Cl.O1CCOCC1.[F:8][C:9]1[CH:14]=[CH:13][C:12]([F:15])=[CH:11][C:10]=1[S:16]([NH:19][C:20]1[C:21]([F:52])=[C:22]([C:26]2[N:27]=[C:28]([C:48]([CH3:51])([CH3:50])[CH3:49])[S:29][C:30]=2[C:31]2[CH:36]=[CH:35][N:34]=[C:33]([NH:37][CH2:38][CH2:39][NH:40]C(=O)OC(C)(C)C)[N:32]=2)[CH:23]=[CH:24][CH:25]=1)(=[O:18])=[O:17].CO. The catalyst is C(Cl)Cl. The product is [NH2:40][CH2:39][CH2:38][NH:37][C:33]1[N:32]=[C:31]([C:30]2[S:29][C:28]([C:48]([CH3:51])([CH3:49])[CH3:50])=[N:27][C:26]=2[C:22]2[C:21]([F:52])=[C:20]([NH:19][S:16]([C:10]3[CH:11]=[C:12]([F:15])[CH:13]=[CH:14][C:9]=3[F:8])(=[O:17])=[O:18])[CH:25]=[CH:24][CH:23]=2)[CH:36]=[CH:35][N:34]=1. The yield is 1.00. (4) The reactants are Cl[C:2]1[N:6]2[CH:7]=[C:8]([F:11])[CH:9]=[CH:10][C:5]2=[N:4][N:3]=1.[NH:12]1[CH2:17][CH2:16][CH:15]([CH2:18][OH:19])[CH2:14][CH2:13]1. The catalyst is CN1C(=O)CCC1. The product is [F:11][C:8]1[CH:9]=[CH:10][C:5]2[N:6]([C:2]([N:12]3[CH2:17][CH2:16][CH:15]([CH2:18][OH:19])[CH2:14][CH2:13]3)=[N:3][N:4]=2)[CH:7]=1. The yield is 0.560.